From a dataset of Experimentally validated miRNA-target interactions with 360,000+ pairs, plus equal number of negative samples. Binary Classification. Given a miRNA mature sequence and a target amino acid sequence, predict their likelihood of interaction. (1) The miRNA is hsa-miR-92a-3p with sequence UAUUGCACUUGUCCCGGCCUGU. The protein sequence of the target gene is MPPGTKRLRALGAFSAGLPTRLPEIMLVGSQSFSPGGPNGIIRSQSFAGFSGLQERRSRCNSFIENASALKKPQAKLKKMHNLGHKNNNTPKEPQPKRVEEVYRALKNGLDEYLEFHQTELDKLTAQLKDMKRNSRLGVLYDLDKQIKTIERYMRRLEFHISKVDELYEAYCIQRRLQDGASKMKQAFATSPASKAARESLSEINRSYKEYTENMCAIEAELESLLGEFSIKMKGLAGFARLCPGDQYEIFMKYGRQRWKLKGKIEVNGKQSWDGAETVFLPLIVGFISIKVTELKGLAT.... Result: 0 (no interaction). (2) The miRNA is mmu-miR-466c-3p with sequence AUACAUACACGCACACAUAAGA. The protein sequence of the target gene is MPRDNMASLIQRIARQACLTFRGSSTGSEGPAPGFPENLSLLKSLLTQVRAEDLNIAPRKALPQPLPRNLPPVTYMHIYETEGFSLGVFLLKSGTCIPLHDHPGMHGMLKVLYGTVRISCMDKLDTGAGHRRPPPEQQFEPPLQPLEREAVRPGVLRSRAEYTEASGPCVLTPHRDNLHQIDAVDGPAAFLDILAPPYDPEDGRDCHYYRVVEPIRPKEASGSACDLPREVWLLETPQADDFWCEGEPYPGPKVLP. Result: 1 (interaction). (3) The miRNA is mmu-miR-147-3p with sequence GUGUGCGGAAAUGCUUCUGCUA. The protein sequence of the target gene is MNLLDPFMKMTDEQEKGLSGAPSPTMSEDSAGSPCPSGSGSDTENTRPQENTFPKGEPDLKKESEEDKFPVCIREAVSQVLKGYDWTLVPMPVRVNGSSKNKPHVKRPMNAFMVWAQAARRKLADQYPHLHNAELSKTLGKLWRLLNESEKRPFVEEAERLRVQHKKDHPDYKYQPRRRKSVKNGQAEAEEATEQTHISPNAIFKALQADSPHSSSGMSEVHSPGEHSGQSQGPPTPPTTPKTDVQAGKVDLKREGRPLAEGGRQPPIDFRDVDIGELSSDVISNIETFDVNEFDQYLPP.... Result: 0 (no interaction). (4) The miRNA is hsa-miR-218-5p with sequence UUGUGCUUGAUCUAACCAUGU. The protein sequence of the target gene is MPRPGTSGRRPLLLVLLLPLFAAATSAASPSPSPSQVVEVPGVPSRPASVAVCRCCPGQTSRRSRCIRAFCRVRSCQPKKCAGPQRCLNPVPAVPSPSPSVRKRQVSLNWQPLTLQEARALLKRRRPRGPGGRGLLRRRPPQRAPAGKAPVLCPLICHNGGVCVKPDRCLCPPDFAGKFCQLHSSGARPPAPAVPGLTRSVYTMPLANHRDDEHGVASMVSVHVEHPQEASVVVHQVERVSGPWEEADAEAVARAEAAARAEAAAPYTVLAQSAPREDGYSDASGFGYCFRELRGGECAS.... Result: 1 (interaction). (5) The protein sequence of the target gene is MDKILEAVVTSSYPVSVKQGLVRRVLEAARQPLEREQCLALLALGARLYVGGAEELPRRVGCQLLHVAGRHHPDVFAEFFSARRVLRLLQGGAGPPGPRALACVQLGLQLLPEGPAADEVFALLRREVLRTVCERPGPAACAQVARLLARHPRCVPDGPHRLLFCQQLVRCLGRFRCPAEGEEGAVEFLEQAQQVSGLLAQLWRAQPAAILPCLKELFAVISCAEEEPPSSALASVVQHLPLELMDGVVRNLSNDDSVTDSQMLTAISRMIDWVSWPLGKNIDKWIIALLKGLAAVKKFS.... The miRNA is hsa-let-7a-5p with sequence UGAGGUAGUAGGUUGUAUAGUU. Result: 1 (interaction). (6) The miRNA is mmu-miR-216a-5p with sequence UAAUCUCAGCUGGCAACUGUGA. The protein sequence of the target gene is MATLSFVFLLLGAVSWPPASASGQEFWPGQSAADILSGAASRRRYLLYDVNPPEGFNLRRDVYIRIASLLKTLLKTEEWVLVLPPWGRLYHWQSPDIHQVRIPWSEFFDLPSLNKNIPVIEYEQFIAESGGPFIDQVYVLQSYAEGWKEGTWEEKVDERPCIDQLLYSQDKHEYYRGWFWGYEETRGLNVSCLSVQGSASIVAPLLLRNTSARSVMLDRAENLLHDHYGGKEYWDTRRSMVFARHLREVGDEFRSRHLNSTDDADRIPFQEDWMKMKVKLGSALGGPYLGVHLRRKDFIW.... Result: 0 (no interaction). (7) The protein sequence of the target gene is MSLLLLVVSALHILILILLFVATLDKSWWTLPGKESLNLWYDCTWNNDTKTWACSNVSENGWLKAVQVLMVLSLILCCLSFILFMFQLYTMRRGGLFYATGLCQLCTSVAVFTGALIYAIHAEEILEKHPRGGSFGYCFALAWVAFPLALVSGIIYIHLRKRE. Result: 0 (no interaction). The miRNA is hsa-miR-1273h-5p with sequence CUGGGAGGUCAAGGCUGCAGU. (8) The miRNA is hsa-miR-6500-3p with sequence ACACUUGUUGGGAUGACCUGC. The protein sequence of the target gene is MAYSEEHKGMPCGFIRQNSGNSISLDFEPSIEYQFVERLEERYKCAFCHSVLHNPHQTGCGHRFCQHCILSLRELNTVPICPVDKEVIKSQEVFKDNCCKREVLNLYVYCSNAPGCNAKVILGRYQDHLQQCLFQPVQCSNEKCREPVLRKDLKEHLSASCQFRKEKCLYCKKDVVVINLQNHEENLCPEYPVFCPNNCAKIILKTEVDEHLAVCPEAEQDCPFKHYGCAVTDKRRNLQQHEHSALREHMRLVLEKNVQLEEQISDLHKSLEQKESKIQQLAETIKKLEKEFKQFAQLFG.... Result: 1 (interaction). (9) The miRNA is hsa-miR-4745-5p with sequence UGAGUGGGGCUCCCGGGACGGCG. The protein sequence of the target gene is MGDEDDDESCAVELRITEANLTGHEEKVSVENFELLKVLGTGAYGKVFLVRKAGGHDAGKLYAMKVLRKAALVQRAKTQEHTRTERSVLELVRQAPFLVTLHYAFQTDAKLHLILDYVSGGEMFTHLYQRQYFKEAEVRVYGGEIVLALEHLHKLGIIYRDLKLENVLLDSEGHIVLTDFGLSKEFLTEEKERTFSFCGTIEYMAPEIIRSKTGHGKAVDWWSLGILLFELLTGASPFTLEGERNTQAEVSRRILKCSPPFPPRIGPVAQDLLQRLLCKDPKKRLGAGPQGAQEVRNHPF.... Result: 1 (interaction). (10) The miRNA is hsa-miR-3150a-3p with sequence CUGGGGAGAUCCUCGAGGUUGG. The protein sequence of the target gene is MNLVGSYAHHHHHHHPHPAHPMLHEPFLFGPASRCHQERPYFQSWLLSPADAAPDFPAGGPPPAAAAAATAYGPDARPGQSPGRLEALGGRLGRRKGSGPKKERRRTESINSAFAELRECIPNVPADTKLSKIKTLRLATSYIAYLMDVLAKDAQSGDPEAFKAELKKADGGRESKRKRELQQHEGFPPALGPVEKRIKGRTGWPQQVWALELNQ. Result: 1 (interaction).